From a dataset of Catalyst prediction with 721,799 reactions and 888 catalyst types from USPTO. Predict which catalyst facilitates the given reaction. Reactant: Br[C:2]1[CH:3]=[C:4]2[C:9](=[CH:10][CH:11]=1)[N:8]([C:12]1[CH:17]=[CH:16][C:15]([F:18])=[CH:14][CH:13]=1)[CH:7]=[C:6]([C:19]([NH2:21])=[O:20])[C:5]2=[O:22].[OH:23][C:24]1[CH:25]=[CH:26][C:27]([CH3:30])=[N:28][CH:29]=1.C(=O)([O-])[O-].[Cs+].[Cs+].CN(C)CC(O)=O. Product: [F:18][C:15]1[CH:16]=[CH:17][C:12]([N:8]2[C:9]3[C:4](=[CH:3][C:2]([O:23][C:24]4[CH:29]=[N:28][C:27]([CH3:30])=[CH:26][CH:25]=4)=[CH:11][CH:10]=3)[C:5](=[O:22])[C:6]([C:19]([NH2:21])=[O:20])=[CH:7]2)=[CH:13][CH:14]=1. The catalyst class is: 122.